This data is from Forward reaction prediction with 1.9M reactions from USPTO patents (1976-2016). The task is: Predict the product of the given reaction. (1) Given the reactants Br[C:2]1[CH:3]=[C:4]([CH:9]=[CH:10][N:11]=1)[C:5]([O:7]C)=[O:6].[CH3:12][C:13]1[NH:17][C:16]2[CH:18]=[CH:19][CH:20]=[CH:21][C:15]=2[N:14]=1, predict the reaction product. The product is: [CH3:12][C:13]1[N:17]([C:2]2[CH:3]=[C:4]([CH:9]=[CH:10][N:11]=2)[C:5]([OH:7])=[O:6])[C:16]2[CH:18]=[CH:19][CH:20]=[CH:21][C:15]=2[N:14]=1. (2) Given the reactants [Br:1][C:2]1[CH:3]=[C:4]([CH:7]=[CH:8][C:9]=1[OH:10])[CH:5]=O.[CH2:11]([CH:14]1[CH2:19][C:18](=O)[CH2:17][C:16](=[O:21])[CH2:15]1)[CH2:12][CH3:13].[CH3:22]/[C:23](/[NH2:27])=[CH:24]\[C:25]#[N:26], predict the reaction product. The product is: [Br:1][C:2]1[CH:3]=[C:4]([CH:5]2[C:17]3[C:16](=[O:21])[CH2:15][CH:14]([CH2:11][CH2:12][CH3:13])[CH2:19][C:18]=3[NH:27][C:23]([CH3:22])=[C:24]2[C:25]#[N:26])[CH:7]=[CH:8][C:9]=1[OH:10]. (3) Given the reactants Cl.[NH2:2][C@H:3]1[CH2:8][CH2:7][C@H:6]([NH:9][C:10]([C:12]2[C:16]3[N:17]=[CH:18][N:19]=[C:20]([C:21]4[CH:26]=[C:25]([CH:27]([F:29])[F:28])[CH:24]=[CH:23][C:22]=4[O:30][CH2:31][CH:32]4[CH2:34][CH2:33]4)[C:15]=3[NH:14][C:13]=2[CH3:35])=[O:11])[CH2:5][C@@H:4]1[F:36].[C:37](Cl)(=[O:39])[CH3:38], predict the reaction product. The product is: [C:37]([NH:2][C@H:3]1[CH2:8][CH2:7][C@H:6]([NH:9][C:10]([C:12]2[C:16]3[N:17]=[CH:18][N:19]=[C:20]([C:21]4[CH:26]=[C:25]([CH:27]([F:29])[F:28])[CH:24]=[CH:23][C:22]=4[O:30][CH2:31][CH:32]4[CH2:33][CH2:34]4)[C:15]=3[NH:14][C:13]=2[CH3:35])=[O:11])[CH2:5][C@@H:4]1[F:36])(=[O:39])[CH3:38]. (4) Given the reactants [NH2:1][CH2:2][C:3]1[CH:4]=[CH:5][C:6]2[C:10]([CH3:12])([CH3:11])[O:9][B:8]([OH:13])[C:7]=2[CH:14]=1.[CH3:15][C:16]([O:19][C:20](O[C:20]([O:19][C:16]([CH3:18])([CH3:17])[CH3:15])=[O:21])=[O:21])([CH3:18])[CH3:17].CCN(CC)CC.O, predict the reaction product. The product is: [OH:13][B:8]1[C:7]2[CH:14]=[C:3]([CH2:2][NH:1][C:20](=[O:21])[O:19][C:16]([CH3:18])([CH3:17])[CH3:15])[CH:4]=[CH:5][C:6]=2[C:10]([CH3:12])([CH3:11])[O:9]1.